From a dataset of Forward reaction prediction with 1.9M reactions from USPTO patents (1976-2016). Predict the product of the given reaction. (1) The product is: [ClH:21].[CH3:1][S:2][C:3]1([C:16]([O:18][CH2:19][CH3:20])=[O:17])[CH2:8][CH2:7][NH:6][CH2:5][CH2:4]1. Given the reactants [CH3:1][S:2][C:3]1([C:16]([O:18][CH2:19][CH3:20])=[O:17])[CH2:8][CH2:7][N:6](C(OC(C)(C)C)=O)[CH2:5][CH2:4]1.[ClH:21].O1CCOCC1, predict the reaction product. (2) Given the reactants [Cl-].[C:2]([C:4]1[CH:9]=[CH:8][C:7](/[CH:10]=[CH:11]/[CH:12]2[CH2:17][CH2:16][NH2+:15][CH2:14][CH2:13]2)=[CH:6][C:5]=1C)#[N:3].[CH:19](=[O:21])[CH3:20].C(O[BH-](O[C:32](=[O:34])[CH3:33])OC(=O)C)(=O)C.[Na+], predict the reaction product. The product is: [O:21]=[C:19]1[C:20]2[CH:6]=[CH:5][C:4]([CH2:9][CH2:8][N:15]3[CH2:14][CH2:13][CH:12](/[CH:11]=[CH:10]/[C:7]4[CH:6]=[CH:5][C:4]([C:2]#[N:3])=[CH:9][CH:8]=4)[CH2:17][CH2:16]3)=[CH:2][C:33]=2[CH2:32][O:34]1. (3) The product is: [F:31][C:2]([F:1])([F:30])[C:3]([C:5]1[CH:10]=[CH:9][C:8]([C:11]2[S:12][C:13]3[C:18]([N:19]=2)=[CH:17][CH:16]=[C:15]([C:20]2([C:23]4[CH:24]=[CH:25][CH:26]=[CH:27][CH:28]=4)[CH2:21][CH2:22]2)[N:14]=3)=[C:7]([F:29])[CH:6]=1)=[O:4]. Given the reactants [F:1][C:2]([F:31])([F:30])[CH:3]([C:5]1[CH:10]=[CH:9][C:8]([C:11]2[S:12][C:13]3[C:18]([N:19]=2)=[CH:17][CH:16]=[C:15]([C:20]2([C:23]4[CH:28]=[CH:27][CH:26]=[CH:25][CH:24]=4)[CH2:22][CH2:21]2)[N:14]=3)=[C:7]([F:29])[CH:6]=1)[OH:4].CC(OI1(OC(C)=O)(OC(C)=O)OC(=O)C2C=CC=CC1=2)=O.CCOC(C)=O.CCCCCC, predict the reaction product.